From a dataset of Catalyst prediction with 721,799 reactions and 888 catalyst types from USPTO. Predict which catalyst facilitates the given reaction. (1) Reactant: [CH2:1]([N:8]1[C:13](=[O:14])[CH:12]=[C:11]([C:15]2[CH:20]=[CH:19][C:18]([Cl:21])=[CH:17][CH:16]=2)[C:10](Cl)=[N:9]1)[C:2]1[CH:7]=[CH:6][CH:5]=[CH:4][CH:3]=1.[Cl:23][C:24]1[CH:29]=[CH:28][CH:27]=[CH:26][C:25]=1B(O)O.[O-]P([O-])([O-])=O.[K+].[K+].[K+].C(Cl)Cl. Product: [CH2:1]([N:8]1[C:13](=[O:14])[CH:12]=[C:11]([C:15]2[CH:20]=[CH:19][C:18]([Cl:21])=[CH:17][CH:16]=2)[C:10]([C:25]2[CH:26]=[CH:27][CH:28]=[CH:29][C:24]=2[Cl:23])=[N:9]1)[C:2]1[CH:7]=[CH:6][CH:5]=[CH:4][CH:3]=1. The catalyst class is: 140. (2) Reactant: C1(C=CC=C(O)C=1)O.[CH:9]1[C:21]2[NH:20][C:19]3[C:14](=[CH:15][CH:16]=[CH:17][CH:18]=3)[C:13]=2[CH:12]=[CH:11][CH:10]=1.C(Cl)(=O)C1C=CC(C(Cl)=O)=CC=1. Product: [CH:18]1[C:19]2[NH:20][C:21]3[C:13](=[CH:12][CH:11]=[CH:10][CH:9]=3)[C:14]=2[CH:15]=[CH:16][CH:17]=1. The catalyst class is: 22. (3) Reactant: Cl[C:2]1[CH:3]=[C:4]([NH:10][C:11]2[CH:16]=[CH:15][C:14]([C:17]([N:19]3[C@@H:24]([CH3:25])[CH2:23][O:22][CH2:21][C@@H:20]3[CH3:26])=[O:18])=[CH:13][N:12]=2)[C:5](=[O:9])[N:6]([CH3:8])[N:7]=1.[C:27]([O:30][CH2:31][C:32]1[C:33]([N:47]2[CH2:58][CH2:57][N:56]3[C:49](=[CH:50][C:51]4[CH2:52][C:53]([CH3:60])([CH3:59])[CH2:54][C:55]=43)[C:48]2=[O:61])=[N:34][CH:35]=[CH:36][C:37]=1B1OC(C)(C)C(C)(C)O1)(=[O:29])[CH3:28].[O-]P([O-])([O-])=O.[K+].[K+].[K+].C([O-])(=O)C.[Na+]. Product: [C:27]([O:30][CH2:31][C:32]1[C:33]([N:47]2[CH2:58][CH2:57][N:56]3[C:49](=[CH:50][C:51]4[CH2:52][C:53]([CH3:60])([CH3:59])[CH2:54][C:55]=43)[C:48]2=[O:61])=[N:34][CH:35]=[CH:36][C:37]=1[C:2]1[CH:3]=[C:4]([NH:10][C:11]2[CH:16]=[CH:15][C:14]([C:17]([N:19]3[C@@H:24]([CH3:25])[CH2:23][O:22][CH2:21][C@@H:20]3[CH3:26])=[O:18])=[CH:13][N:12]=2)[C:5](=[O:9])[N:6]([CH3:8])[N:7]=1)(=[O:29])[CH3:28]. The catalyst class is: 712. (4) Reactant: I[C:2]1[CH:9]=[CH:8][C:5]([C:6]#[N:7])=[CH:4][CH:3]=1.C([Mg]Cl)(C)C.[Cl:15][C:16]1[O:20][C:19]([CH:21]=[O:22])=[CH:18][CH:17]=1.[Cl-].[NH4+]. Product: [Cl:15][C:16]1[O:20][C:19]([CH:21]([OH:22])[C:2]2[CH:9]=[CH:8][C:5]([C:6]#[N:7])=[CH:4][CH:3]=2)=[CH:18][CH:17]=1. The catalyst class is: 1. (5) Product: [C:1]([C:5]1[CH:23]=[CH:22][C:8]([C:9]([NH:11][S:12]([C:15]2[CH:20]=[CH:19][CH:18]=[C:17]([F:21])[N:16]=2)(=[O:13])=[O:14])=[O:10])=[C:7]([CH:24]2[CH2:29][CH2:28][CH2:27][CH2:26][CH2:25]2)[N:6]=1)([CH3:4])([CH3:2])[CH3:3]. Reactant: [C:1]([C:5]1[CH:23]=[CH:22][C:8]([C:9]([NH:11][S:12]([C:15]2[CH:20]=[CH:19][CH:18]=[C:17]([F:21])[N:16]=2)(=[O:14])=[O:13])=[O:10])=[C:7]([C:24]2[CH2:29][CH2:28][CH2:27][CH2:26][CH:25]=2)[N:6]=1)([CH3:4])([CH3:3])[CH3:2]. The catalyst class is: 19. (6) Reactant: [Cl:1][C:2]1[C:6]([CH3:7])=[C:5]([Cl:8])[NH:4][C:3]=1[C:9]([O:11]CC)=[O:10].C(O)C.O.Cl. Product: [Cl:1][C:2]1[C:6]([CH3:7])=[C:5]([Cl:8])[NH:4][C:3]=1[C:9]([OH:11])=[O:10]. The catalyst class is: 6. (7) Reactant: [NH2:1][C:2]1[CH:7]=[CH:6][C:5]([C:8]2[C:9]3[NH:13][C:12]([C:14]([C:52]4[CH:57]=[C:56]([O:58]C)[CH:55]=[C:54]([O:60]C)[CH:53]=4)=[C:15]4[N:51]=[C:18]([C:19]([C:41]5[CH:46]=[C:45]([O:47]C)[CH:44]=[C:43]([O:49]C)[CH:42]=5)=[C:20]5[NH:40][C:23](=[C:24]([C:30]6[CH:35]=[C:34]([O:36]C)[CH:33]=[C:32]([O:38]C)[CH:31]=6)[C:25]6[CH:26]=[CH:27][C:28]=2[N:29]=6)[CH:22]=[CH:21]5)[CH:17]=[CH:16]4)=[CH:11][CH:10]=3)=[CH:4][CH:3]=1.C(Cl)(Cl)Cl.B(Br)(Br)Br. Product: [NH2:1][C:2]1[CH:7]=[CH:6][C:5]([C:8]2[C:9]3[NH:13][C:12]([C:14]([C:52]4[CH:53]=[C:54]([OH:60])[CH:55]=[C:56]([OH:58])[CH:57]=4)=[C:15]4[N:51]=[C:18]([C:19]([C:41]5[CH:46]=[C:45]([OH:47])[CH:44]=[C:43]([OH:49])[CH:42]=5)=[C:20]5[NH:40][C:23](=[C:24]([C:30]6[CH:35]=[C:34]([OH:36])[CH:33]=[C:32]([OH:38])[CH:31]=6)[C:25]6[CH:26]=[CH:27][C:28]=2[N:29]=6)[CH:22]=[CH:21]5)[CH:17]=[CH:16]4)=[CH:11][CH:10]=3)=[CH:4][CH:3]=1. The catalyst class is: 6.